Dataset: Catalyst prediction with 721,799 reactions and 888 catalyst types from USPTO. Task: Predict which catalyst facilitates the given reaction. (1) Reactant: [OH:1][N:2]=[C:3]([C:5]1[C:10]([NH:11][CH2:12][C:13]2[CH:18]=[CH:17][C:16]([O:19][CH3:20])=[CH:15][CH:14]=2)=[N:9][CH:8]=[CH:7][N:6]=1)N.[ClH:21].CS(C)=O.N([O-])=O.[Na+]. Product: [OH:1][N:2]=[C:3]([Cl:21])[C:5]1[C:10]([NH:11][CH2:12][C:13]2[CH:18]=[CH:17][C:16]([O:19][CH3:20])=[CH:15][CH:14]=2)=[N:9][CH:8]=[CH:7][N:6]=1. The catalyst class is: 6. (2) Reactant: Br[C:2]1[CH:7]=[CH:6][C:5]([CH3:8])=[CH:4][C:3]=1[C:9]([N:11]1[CH2:16][CH2:15][CH2:14][C@H:13]([CH3:17])[C@@H:12]1[CH2:18][NH:19][C:20]1[CH:25]=[CH:24][C:23]([C:26]([F:29])([F:28])[F:27])=[CH:22][N:21]=1)=[O:10].C([Sn](CCCC)(CCCC)[C:35]1[N:40]=[CH:39][CH:38]=[CH:37][N:36]=1)CCC.[C:49]([O-:52])([O-])=[O:50].[Cs+].[Cs+]. Product: [CH3:17][C@H:13]1[CH2:14][CH2:15][CH2:16][N:11]([C:9]([C:3]2[CH:4]=[C:5]([CH3:8])[CH:6]=[CH:7][C:2]=2[C:35]2[N:40]=[CH:39][CH:38]=[CH:37][N:36]=2)=[O:10])[C@H:12]1[CH2:18][NH:19][C:20]1[CH:25]=[CH:24][C:23]([C:26]([F:29])([F:28])[F:27])=[CH:22][N:21]=1.[C:49]([OH:52])([C:26]([F:29])([F:28])[F:27])=[O:50]. The catalyst class is: 12. (3) Reactant: Br[C:2]1[CH:7]=[C:6]([CH3:8])[C:5]([Br:9])=[CH:4][N:3]=1.[NH2:10][C:11]1[N:16]=[CH:15][C:14](B(O)O)=[CH:13][N:12]=1.C(=O)([O-])[O-].[K+].[K+].O1CCOCC1. Product: [Br:9][C:5]1[C:6]([CH3:8])=[CH:7][C:2]([C:14]2[CH:13]=[N:12][C:11]([NH2:10])=[N:16][CH:15]=2)=[N:3][CH:4]=1. The catalyst class is: 103. (4) Reactant: C[O:2][C:3]([C:5]1[CH:10]=[CH:9][C:8]([NH:11][CH:12]2[CH2:14][CH2:13]2)=[C:7]([O:15][CH2:16][CH:17]2[CH2:19][CH2:18]2)[N:6]=1)=[O:4].[OH-].[Na+]. Product: [CH:12]1([NH:11][C:8]2[CH:9]=[CH:10][C:5]([C:3]([OH:4])=[O:2])=[N:6][C:7]=2[O:15][CH2:16][CH:17]2[CH2:19][CH2:18]2)[CH2:13][CH2:14]1. The catalyst class is: 125. (5) Reactant: [NH2:1][C:2]1[C:7]([C:8]([C:10]2[CH:15]=[CH:14][CH:13]=[C:12]([Br:16])[N:11]=2)=[O:9])=[CH:6][CH:5]=[CH:4][N:3]=1.[Br:17]N1C(=O)CCC1=O. Product: [NH2:1][C:2]1[C:7]([C:8]([C:10]2[CH:15]=[CH:14][CH:13]=[C:12]([Br:16])[N:11]=2)=[O:9])=[CH:6][C:5]([Br:17])=[CH:4][N:3]=1. The catalyst class is: 10. (6) Reactant: Cl[CH2:2][CH2:3][N:4]1[CH2:9][CH2:8][CH2:7][CH2:6][S:5]1(=[O:11])=[O:10].[I-:12].[Na+]. Product: [I:12][CH2:2][CH2:3][N:4]1[CH2:9][CH2:8][CH2:7][CH2:6][S:5]1(=[O:11])=[O:10]. The catalyst class is: 21. (7) Reactant: [C:1]([C:5]1[CH:20]=[CH:19][CH:18]=[CH:17][C:6]=1[O:7][C:8]1[N:9]=[N:10][C:11]([Cl:16])=[CH:12][C:13]=1[O:14][CH3:15])([CH3:4])([CH3:3])[CH3:2].[CH3:21][Si:22](Cl)([CH3:24])[CH3:23].[Cl-].[NH4+]. Product: [C:1]([C:5]1[CH:20]=[CH:19][CH:18]=[CH:17][C:6]=1[O:7][C:8]1[N:9]=[N:10][C:11]([Cl:16])=[C:12]([Si:22]([CH3:24])([CH3:23])[CH3:21])[C:13]=1[O:14][CH3:15])([CH3:4])([CH3:2])[CH3:3]. The catalyst class is: 7. (8) Reactant: [CH:1]1([NH:4][C:5](=[O:31])[C:6]2[CH:11]=[CH:10][C:9]([C:12]3[N:16]4[N:17]=[C:18]([CH:28]=[O:29])[CH:19]=[C:20]([NH:21][CH2:22][CH2:23][C:24]([F:27])([F:26])[F:25])[C:15]4=[N:14][CH:13]=3)=[CH:8][C:7]=2[CH3:30])[CH2:3][CH2:2]1.Br[Mg][C:34]1[CH:39]=[CH:38][C:37]([O:40][CH3:41])=[C:36]([F:42])[CH:35]=1.BrC1C=CC(OC)=C(F)C=1.[Mg].[Cl-].[NH4+]. Product: [CH:1]1([NH:4][C:5](=[O:31])[C:6]2[CH:11]=[CH:10][C:9]([C:12]3[N:16]4[N:17]=[C:18]([CH:28]([C:34]5[CH:39]=[CH:38][C:37]([O:40][CH3:41])=[C:36]([F:42])[CH:35]=5)[OH:29])[CH:19]=[C:20]([NH:21][CH2:22][CH2:23][C:24]([F:25])([F:26])[F:27])[C:15]4=[N:14][CH:13]=3)=[CH:8][C:7]=2[CH3:30])[CH2:2][CH2:3]1. The catalyst class is: 30.